This data is from Catalyst prediction with 721,799 reactions and 888 catalyst types from USPTO. The task is: Predict which catalyst facilitates the given reaction. (1) Reactant: [H-].[Na+].[CH:3]1([OH:9])[CH2:8][CH2:7][CH2:6][CH2:5][CH2:4]1.F[C:11]1[CH:12]=[C:13]([CH:16]=[C:17]([F:19])[CH:18]=1)[C:14]#[N:15]. The catalyst class is: 215. Product: [F:19][C:17]1[CH:16]=[C:13]([CH:12]=[C:11]([O:9][CH:3]2[CH2:8][CH2:7][CH2:6][CH2:5][CH2:4]2)[CH:18]=1)[C:14]#[N:15]. (2) Reactant: [O:1]1[CH:5]=[CH:4][C:3]([C:6]([NH:8][C:9]2[CH:10]=[CH:11][C:12]([CH3:24])=[C:13]([C:15]3[CH:20]=[CH:19][C:18]([C:21](O)=[O:22])=[CH:17][CH:16]=3)[CH:14]=2)=[O:7])=[CH:2]1.[CH3:25][N:26]1[CH2:31][CH2:30][N:29]([CH2:32][C:33]2[CH:39]=[CH:38][CH:37]=[CH:36][C:34]=2[NH2:35])[CH2:28][CH2:27]1.CN(C(ON1N=NC2C=CC=NC1=2)=[N+](C)C)C.F[P-](F)(F)(F)(F)F.C1C=CC2N(O)N=NC=2C=1.CCN(C(C)C)C(C)C. Product: [CH3:24][C:12]1[C:13]([C:15]2[CH:16]=[CH:17][C:18]([C:21]([NH:35][C:34]3[CH:36]=[CH:37][CH:38]=[CH:39][C:33]=3[CH2:32][N:29]3[CH2:30][CH2:31][N:26]([CH3:25])[CH2:27][CH2:28]3)=[O:22])=[CH:19][CH:20]=2)=[CH:14][C:9]([NH:8][C:6]([C:3]2[CH:4]=[CH:5][O:1][CH:2]=2)=[O:7])=[CH:10][CH:11]=1. The catalyst class is: 39. (3) Reactant: [Cl:1][C:2]1[C:7]([C:8]2[CH:13]=[CH:12][CH:11]=[C:10]([CH2:14][CH3:15])[CH:9]=2)=[C:6]([C:16]([C@@H:26]2[CH2:31][CH2:30][CH2:29][N:28]([C:32]([C:34]3[CH:43]=[CH:42][C:41]([CH2:44][N:45](C(OC(C)(C)C)=O)[CH3:46])=[CH:40][C:35]=3[C:36]([O:38][CH3:39])=[O:37])=[O:33])[CH2:27]2)([OH:25])[CH2:17][CH2:18][CH2:19][NH:20][C:21]([O:23][CH3:24])=[O:22])[CH:5]=[CH:4][CH:3]=1.Cl. Product: [Cl:1][C:2]1[C:7]([C:8]2[CH:13]=[CH:12][CH:11]=[C:10]([CH2:14][CH3:15])[CH:9]=2)=[C:6]([C:16]([C@@H:26]2[CH2:31][CH2:30][CH2:29][N:28]([C:32]([C:34]3[CH:43]=[CH:42][C:41]([CH2:44][NH:45][CH3:46])=[CH:40][C:35]=3[C:36]([O:38][CH3:39])=[O:37])=[O:33])[CH2:27]2)([OH:25])[CH2:17][CH2:18][CH2:19][NH:20][C:21]([O:23][CH3:24])=[O:22])[CH:5]=[CH:4][CH:3]=1. The catalyst class is: 10. (4) Reactant: Cl[C:2]1[CH:3]=[C:4]([F:9])[C:5]([F:8])=[N:6][CH:7]=1.CC(C1C=C(C(C)C)C(C2C=CC=CC=2P(C2CCCCC2)C2CCCCC2)=C(C(C)C)C=1)C.[CH3:44][C:45]1[CH:49]=[C:48]([Sn](C)(C)C)[S:47][N:46]=1. Product: [F:8][C:5]1[C:4]([F:9])=[CH:3][C:2]([C:48]2[S:47][N:46]=[C:45]([CH3:44])[CH:49]=2)=[CH:7][N:6]=1. The catalyst class is: 160.